Task: Predict the reaction yield, written as a fraction of the theoretical maximum amount of product (1.0 means a 100% yield; for example, 0.34 means a 34% yield).. Dataset: Reaction yield outcomes from USPTO patents with 853,638 reactions (1) The reactants are Br[C:2]1[CH:7]=[CH:6][C:5]([CH2:8][N:9]2[CH2:13][C:12]3[CH:14]=[C:15]([CH:17]4[CH2:19][CH2:18]4)[S:16][C:11]=3[C:10]2=[O:20])=[C:4]([F:21])[CH:3]=1.[CH3:22][C:23]1([CH3:39])[C:27]([CH3:29])([CH3:28])[O:26][B:25]([B:25]2[O:26][C:27]([CH3:29])([CH3:28])[C:23]([CH3:39])([CH3:22])[O:24]2)[O:24]1.C(=O)([O-])[O-].[K+].[K+]. The catalyst is O1CCOCC1.C1C=CC(P(C2C=CC=CC=2)[C-]2C=CC=C2)=CC=1.C1C=CC(P(C2C=CC=CC=2)[C-]2C=CC=C2)=CC=1.Cl[Pd]Cl.[Fe+2]. The product is [CH:17]1([C:15]2[S:16][C:11]3[C:10](=[O:20])[N:9]([CH2:8][C:5]4[CH:6]=[CH:7][C:2]([B:25]5[O:26][C:27]([CH3:29])([CH3:28])[C:23]([CH3:39])([CH3:22])[O:24]5)=[CH:3][C:4]=4[F:21])[CH2:13][C:12]=3[CH:14]=2)[CH2:19][CH2:18]1. The yield is 0.780. (2) The reactants are [CH3:1][C:2]1[CH:7]=[C:6]([CH3:8])[CH:5]=[C:4]([CH3:9])[C:3]=1[NH:10][C:11]1[C:16]([N+:17]([O-])=O)=[CH:15][N:14]=[C:13]([NH:20][C:21]2[CH:28]=[CH:27][C:24]([C:25]#[N:26])=[CH:23][CH:22]=2)[N:12]=1.NN. The catalyst is [Pd].C(O)C. The product is [NH2:17][C:16]1[C:11]([NH:10][C:3]2[C:2]([CH3:1])=[CH:7][C:6]([CH3:8])=[CH:5][C:4]=2[CH3:9])=[N:12][C:13]([NH:20][C:21]2[CH:28]=[CH:27][C:24]([C:25]#[N:26])=[CH:23][CH:22]=2)=[N:14][CH:15]=1. The yield is 0.700. (3) The reactants are [H-].[Na+:2].[CH3:3][C:4]([CH3:33])([CH3:32])[C:5]#[C:6][C:7]1[S:11][C:10]([C:12]([OH:14])=[O:13])=[C:9]([N:15]([CH:25]2[CH2:30][CH2:29][CH:28]([OH:31])[CH2:27][CH2:26]2)[C:16]([CH:18]2[CH2:23][CH2:22][CH:21]([CH3:24])[CH2:20][CH2:19]2)=[O:17])[CH:8]=1.Cl[C:35]1[CH:40]=[C:39]([C:41]([N:43]2[CH2:47][CH2:46][CH2:45][CH2:44]2)=[O:42])[CH:38]=[CH:37][N:36]=1.[OH-].[Na+]. The catalyst is C1COCC1.C(OCC)C. The product is [CH3:33][C:4]([CH3:32])([CH3:3])[C:5]#[C:6][C:7]1[S:11][C:10]([C:12]([O-:14])=[O:13])=[C:9]([N:15]([CH:25]2[CH2:30][CH2:29][CH:28]([O:31][C:37]3[CH:38]=[C:39]([C:41]([N:43]4[CH2:47][CH2:46][CH2:45][CH2:44]4)=[O:42])[CH:40]=[CH:35][N:36]=3)[CH2:27][CH2:26]2)[C:16]([CH:18]2[CH2:23][CH2:22][CH:21]([CH3:24])[CH2:20][CH2:19]2)=[O:17])[CH:8]=1.[Na+:2]. The yield is 0.160.